From a dataset of Forward reaction prediction with 1.9M reactions from USPTO patents (1976-2016). Predict the product of the given reaction. (1) Given the reactants [CH2:1]([O:8][N:9]1[C:15](=[O:16])[N:14]2[CH2:17][C@H:10]1[CH2:11][CH2:12][C@H:13]2[C:18]([O:20]N1C(=O)[C@H]2[C@H]([C@@H]3C[C@H]2C=C3)C1=O)=O)[C:2]1[CH:7]=[CH:6][CH:5]=[CH:4][CH:3]=1.[NH2:33][O:34][C@H:35]1[CH2:39][CH2:38][N:37]([C:40]([O:42][C:43]([CH3:46])([CH3:45])[CH3:44])=[O:41])[CH2:36]1, predict the reaction product. The product is: [CH2:1]([O:8][N:9]1[C:15](=[O:16])[N:14]2[CH2:17][C@H:10]1[CH2:11][CH2:12][C@H:13]2[C:18]([NH:33][O:34][C@H:35]1[CH2:39][CH2:38][N:37]([C:40]([O:42][C:43]([CH3:46])([CH3:45])[CH3:44])=[O:41])[CH2:36]1)=[O:20])[C:2]1[CH:3]=[CH:4][CH:5]=[CH:6][CH:7]=1. (2) The product is: [F:29][C:30]1[CH:37]=[CH:36][C:33]([CH2:34][NH:35][C:24]([C:11]2[N:12]=[C:13]3[C:20]([CH3:21])([CH3:22])[NH:19][C:18](=[O:23])[CH2:17][N:14]3[C:15](=[O:16])[C:10]=2[OH:9])=[O:26])=[CH:32][CH:31]=1. Given the reactants C([O:9][C:10]1[C:15](=[O:16])[N:14]2[CH2:17][C:18](=[O:23])[NH:19][C:20]([CH3:22])([CH3:21])[C:13]2=[N:12][C:11]=1[C:24]([O:26]CC)=O)(=O)C1C=CC=CC=1.[F:29][C:30]1[CH:37]=[CH:36][C:33]([CH2:34][NH2:35])=[CH:32][CH:31]=1.C(N(CC)CC)C, predict the reaction product.